Dataset: Catalyst prediction with 721,799 reactions and 888 catalyst types from USPTO. Task: Predict which catalyst facilitates the given reaction. Reactant: [C:1]([O:5][C:6]([N:8]1[CH2:13][CH2:12][N:11]([C:14]2[CH:19]=[CH:18][N:17]=[CH:16][C:15]=2[N+:20]([O-])=O)[CH2:10][CH2:9]1)=[O:7])([CH3:4])([CH3:3])[CH3:2]. Product: [C:1]([O:5][C:6]([N:8]1[CH2:9][CH2:10][N:11]([C:14]2[CH:19]=[CH:18][N:17]=[CH:16][C:15]=2[NH2:20])[CH2:12][CH2:13]1)=[O:7])([CH3:4])([CH3:2])[CH3:3]. The catalyst class is: 515.